From a dataset of Catalyst prediction with 721,799 reactions and 888 catalyst types from USPTO. Predict which catalyst facilitates the given reaction. Reactant: [Cl:1][C:2]1[C:6]([NH2:7])=[CH:5][N:4]([C:8]2[CH:9]=[N:10][CH:11]=[CH:12][CH:13]=2)[N:3]=1.[C:14](OCC)(=[O:16])[CH3:15].C(=O)(O)[O-].[Na+].C(OC(=O)C)(=O)C. Product: [Cl:1][C:2]1[C:6]([NH:7][C:14](=[O:16])[CH3:15])=[CH:5][N:4]([C:8]2[CH:9]=[N:10][CH:11]=[CH:12][CH:13]=2)[N:3]=1. The catalyst class is: 6.